Task: Predict the product of the given reaction.. Dataset: Forward reaction prediction with 1.9M reactions from USPTO patents (1976-2016) (1) Given the reactants C(OC([N:8]1[CH2:13][CH2:12][N:11]([CH2:14][C:15]2[CH:16]=[CH:17][C:18]3[N:19]([C:21]([C:25]4[S:26][C:27]([C:36]5[N:40]=[CH:39][N:38](C6CCCCO6)[N:37]=5)=[C:28]([C:30]5[CH:35]=[CH:34][CH:33]=[CH:32][CH:31]=5)[N:29]=4)=[C:22]([CH3:24])[N:23]=3)[CH:20]=2)[CH2:10][CH2:9]1)=O)(C)(C)C.FC(F)(F)C(O)=O.C(Cl)Cl, predict the reaction product. The product is: [CH3:24][C:22]1[N:23]=[C:18]2[CH:17]=[CH:16][C:15]([CH2:14][N:11]3[CH2:10][CH2:9][NH:8][CH2:13][CH2:12]3)=[CH:20][N:19]2[C:21]=1[C:25]1[S:26][C:27]([C:36]2[N:40]=[CH:39][NH:38][N:37]=2)=[C:28]([C:30]2[CH:35]=[CH:34][CH:33]=[CH:32][CH:31]=2)[N:29]=1. (2) Given the reactants C[O:2][C:3](=[O:19])[CH2:4][CH2:5][CH2:6][CH2:7][CH2:8][O:9][C:10]1[CH:15]=[CH:14][C:13]([N+:16]([O-:18])=[O:17])=[CH:12][CH:11]=1.Cl, predict the reaction product. The product is: [N+:16]([C:13]1[CH:12]=[CH:11][C:10]([O:9][CH2:8][CH2:7][CH2:6][CH2:5][CH2:4][C:3]([OH:19])=[O:2])=[CH:15][CH:14]=1)([O-:18])=[O:17]. (3) Given the reactants [CH:1]1([C:4]2[C:8]([CH:9]=O)=[CH:7][N:6]([C:11]3[CH:16]=[CH:15][N:14]=[C:13]([NH:17][C:18]4[CH:23]=[C:22]([N+:24]([O-])=O)[C:21]([N:27]([CH2:29][CH2:30][O:31][CH3:32])[CH3:28])=[CH:20][C:19]=4[O:33][CH3:34])[N:12]=3)[N:5]=2)[CH2:3][CH2:2]1.[CH3:35][NH:36][CH3:37], predict the reaction product. The product is: [CH:1]1([C:4]2[C:8]([CH2:9][N:36]([CH3:37])[CH3:35])=[CH:7][N:6]([C:11]3[CH:16]=[CH:15][N:14]=[C:13]([NH:17][C:18]4[C:19]([O:33][CH3:34])=[CH:20][C:21]([N:27]([CH2:29][CH2:30][O:31][CH3:32])[CH3:28])=[C:22]([NH:24][C:19](=[O:33])[CH:18]=[CH2:23])[CH:23]=4)[N:12]=3)[N:5]=2)[CH2:3][CH2:2]1. (4) The product is: [CH3:20][C:21]1[C:25]([O:10][C:11]2[C:12]3[CH:19]=[CH:18][S:17][C:13]=3[N:14]=[CH:15][N:16]=2)=[C:24]([CH3:29])[O:23][N:22]=1. Given the reactants N1C2C(=NC=CC=2)N([O:10][C:11]2[C:12]3[CH:19]=[CH:18][S:17][C:13]=3[N:14]=[CH:15][N:16]=2)N=1.[CH3:20][C:21]1[C:25](B(O)O)=[C:24]([CH3:29])[O:23][N:22]=1.C([O-])([O-])=O.[Cs+].[Cs+], predict the reaction product.